This data is from Reaction yield outcomes from USPTO patents with 853,638 reactions. The task is: Predict the reaction yield, written as a fraction of the theoretical maximum amount of product (1.0 means a 100% yield; for example, 0.34 means a 34% yield). (1) The reactants are [CH2:1]([O:3][C:4](=[O:27])[C@@H:5]([CH2:12][C:13]1[CH:18]=[C:17]([Cl:19])[C:16]([NH2:20])=[C:15]([CH3:21])[C:14]=1[CH2:22][O:23]C(=O)C)[CH2:6][C:7]([O:9][CH2:10]C)=[O:8])C.COC(=O)[C@@H](CC1C(CO)=C2C(=CC=1)N[N:42]=C2)CC(OC)=O. No catalyst specified. The product is [Cl:19][C:17]1[CH:18]=[C:13]([CH2:12][C@@H:5]([CH2:6][C:7]([O:9][CH3:10])=[O:8])[C:4]([O:3][CH3:1])=[O:27])[C:14]([CH2:22][OH:23])=[C:15]2[C:16]=1[NH:20][N:42]=[CH:21]2. The yield is 0.990. (2) The reactants are Br[C:2]1[CH:3]=[C:4]2[CH:10]=[CH:9][N:8]([S:11]([C:14]3[CH:20]=[CH:19][C:17]([CH3:18])=[CH:16][CH:15]=3)(=[O:13])=[O:12])[C:5]2=[N:6][CH:7]=1.[B-](F)(F)(F)[CH3:22].[K+].C(=O)([O-])[O-].[Cs+].[Cs+]. The catalyst is C1COCC1.O.C1C=CC(P(C2C=CC=CC=2)[C-]2C=CC=C2)=CC=1.C1C=CC(P(C2C=CC=CC=2)[C-]2C=CC=C2)=CC=1.Cl[Pd]Cl.[Fe+2]. The product is [CH3:22][C:2]1[CH:3]=[C:4]2[CH:10]=[CH:9][N:8]([S:11]([C:14]3[CH:20]=[CH:19][C:17]([CH3:18])=[CH:16][CH:15]=3)(=[O:13])=[O:12])[C:5]2=[N:6][CH:7]=1. The yield is 0.470. (3) The reactants are C([BH3-])#N.[Na+].[O:5]=[C:6]1[CH2:15][N:14]2[C:16]3[CH2:21][CH2:20][N:19]([C:22]([O:24][CH2:25][CH3:26])=[O:23])[CH2:18][C:17]=3[C:12]3[C:13]2=[C:8]([CH:9]=[CH:10][CH:11]=3)[NH:7]1.[OH-].[NH4+].[OH-].[Na+]. The catalyst is FC(F)(F)C(O)=O. The product is [O:5]=[C:6]1[CH2:15][N:14]2[C@H:16]3[CH2:21][CH2:20][N:19]([C:22]([O:24][CH2:25][CH3:26])=[O:23])[CH2:18][C@H:17]3[C:12]3[C:13]2=[C:8]([CH:9]=[CH:10][CH:11]=3)[NH:7]1. The yield is 0.900. (4) The reactants are [F:1][C:2]1[CH:10]=[CH:9][CH:8]=[C:7]2[C:3]=1[C:4]([CH3:13])([CH3:12])[C:5](=[O:11])[NH:6]2.C(O)(=O)C.[Br:18]Br.S([O-])([O-])(=O)=S.[Na+].[Na+]. The catalyst is ClCCl. The product is [Br:18][C:10]1[C:2]([F:1])=[C:3]2[C:7](=[CH:8][CH:9]=1)[NH:6][C:5](=[O:11])[C:4]2([CH3:13])[CH3:12]. The yield is 0.870.